This data is from Full USPTO retrosynthesis dataset with 1.9M reactions from patents (1976-2016). The task is: Predict the reactants needed to synthesize the given product. (1) Given the product [ClH:23].[Cl:23][C:20]1[CH:21]=[CH:22][C:17]([C:14]2[N:15]([CH3:16])[C:11]([CH2:10][CH2:9][CH2:8][CH2:7][CH2:6][N:34]3[CH2:35][C@H:36]4[C@:32]([C:29]5[CH:28]=[CH:27][C:26]([C:25]([F:24])([F:39])[F:38])=[CH:31][CH:30]=5)([CH2:37]4)[CH2:33]3)=[N:12][N:13]=2)=[CH:18][CH:19]=1, predict the reactants needed to synthesize it. The reactants are: CS(O[CH2:6][CH2:7][CH2:8][CH2:9][CH2:10][C:11]1[N:15]([CH3:16])[C:14]([C:17]2[CH:22]=[CH:21][C:20]([Cl:23])=[CH:19][CH:18]=2)=[N:13][N:12]=1)(=O)=O.[F:24][C:25]([F:39])([F:38])[C:26]1[CH:31]=[CH:30][C:29]([C@:32]23[CH2:37][C@H:36]2[CH2:35][NH:34][CH2:33]3)=[CH:28][CH:27]=1. (2) Given the product [OH:2][CH2:1][CH2:3][NH:4][S:13]([C:11]1[S:12][C:8]([Cl:7])=[C:9]([N+:17]([O-:19])=[O:18])[CH:10]=1)(=[O:15])=[O:14], predict the reactants needed to synthesize it. The reactants are: [CH2:1]([CH2:3][NH2:4])[OH:2].[O-2].[Mg+2].[Cl:7][C:8]1[S:12][C:11]([S:13](Cl)(=[O:15])=[O:14])=[CH:10][C:9]=1[N+:17]([O-:19])=[O:18].